This data is from Full USPTO retrosynthesis dataset with 1.9M reactions from patents (1976-2016). The task is: Predict the reactants needed to synthesize the given product. (1) The reactants are: [C:1]([O:5][C:6]([C@@H:8]([NH:14][C:15]([O:17][C:18]([CH3:21])([CH3:20])[CH3:19])=[O:16])[CH2:9][CH2:10][C:11]([OH:13])=O)=[O:7])([CH3:4])([CH3:3])[CH3:2].Cl.CN(C)CCCN=C=NCC.C(N(CC)CC)C.[N+:41]([O:44][CH2:45][CH:46]([NH2:52])[CH2:47][O:48][N+:49]([O-:51])=[O:50])([O-:43])=[O:42]. Given the product [C:18]([O:17][C:15]([NH:14][C@@H:8]([CH2:9][CH2:10][C:11](=[O:13])[NH:52][CH:46]([CH2:47][O:48][N+:49]([O-:51])=[O:50])[CH2:45][O:44][N+:41]([O-:43])=[O:42])[C:6]([O:5][C:1]([CH3:2])([CH3:3])[CH3:4])=[O:7])=[O:16])([CH3:21])([CH3:20])[CH3:19], predict the reactants needed to synthesize it. (2) Given the product [Cl:1][C:2]1[CH:3]=[C:4]([NH:9][C:10]([C:12]2[CH:16]=[C:15]([C:17]3[N:18]=[C:19]([NH:22][CH3:23])[S:20][CH:21]=3)[O:14][N:13]=2)=[N:30][OH:31])[CH:5]=[CH:6][C:7]=1[F:8], predict the reactants needed to synthesize it. The reactants are: [Cl:1][C:2]1[CH:3]=[C:4]([NH:9][C:10]([C:12]2[CH:16]=[C:15]([C:17]3[N:18]=[C:19]([NH:22][CH3:23])[S:20][CH:21]=3)[O:14][N:13]=2)=O)[CH:5]=[CH:6][C:7]=1[F:8].P(Cl)(Cl)(Cl)(Cl)Cl.[NH2:30][OH:31]. (3) The reactants are: Br[C:2]1[CH:27]=[CH:26][C:5]([CH2:6][C:7]2[C:15]3[C:10](=[N:11][CH:12]=[CH:13][CH:14]=3)[N:9]([Si:16]([CH:23]([CH3:25])[CH3:24])([CH:20]([CH3:22])[CH3:21])[CH:17]([CH3:19])[CH3:18])[CH:8]=2)=[CH:4][CH:3]=1.[CH2:28]([NH2:35])[C:29]1[CH:34]=[CH:33][CH:32]=[CH:31][CH:30]=1.C(P(C(C)(C)C)C1C=CC=CC=1C1C=CC=CC=1)(C)(C)C.CC(C)([O-])C.[K+]. Given the product [CH2:28]([NH:35][C:2]1[CH:27]=[CH:26][C:5]([CH2:6][C:7]2[C:15]3[C:10](=[N:11][CH:12]=[CH:13][CH:14]=3)[N:9]([Si:16]([CH:23]([CH3:25])[CH3:24])([CH:20]([CH3:22])[CH3:21])[CH:17]([CH3:19])[CH3:18])[CH:8]=2)=[CH:4][CH:3]=1)[C:29]1[CH:34]=[CH:33][CH:32]=[CH:31][CH:30]=1, predict the reactants needed to synthesize it. (4) Given the product [F:26][C:27]([F:37])([F:36])[C:28]1[CH:33]=[CH:32][C:31](/[CH:34]=[CH:6]/[C:1]([O:3][CH2:4][CH3:5])=[O:2])=[CH:30][CH:29]=1, predict the reactants needed to synthesize it. The reactants are: [C:1]([CH:6]=P(C1C=CC=CC=1)(C1C=CC=CC=1)C1C=CC=CC=1)([O:3][CH2:4][CH3:5])=[O:2].[F:26][C:27]([F:37])([F:36])[C:28]1[CH:33]=[CH:32][C:31]([CH:34]=O)=[CH:30][CH:29]=1. (5) Given the product [Cl:1][C:2]1[CH:3]=[C:4]([CH:12]([C:13]2[NH:38][C:16]([C:18]3[S:19][C:20]([CH:23]([OH:25])[CH3:24])=[CH:21][N:22]=3)=[CH:15][CH:14]=2)[CH2:27][CH:28]2[CH2:29][CH2:30][O:31][CH2:32][CH2:33]2)[CH:5]=[CH:6][C:7]=1[S:8]([CH3:11])(=[O:10])=[O:9], predict the reactants needed to synthesize it. The reactants are: [Cl:1][C:2]1[CH:3]=[C:4]([CH:12]([CH2:27][CH:28]2[CH2:33][CH2:32][O:31][CH2:30][CH2:29]2)[C:13](=O)[CH2:14][CH2:15][C:16]([C:18]2[S:19][C:20]([CH:23]([OH:25])[CH3:24])=[CH:21][N:22]=2)=O)[CH:5]=[CH:6][C:7]=1[S:8]([CH3:11])(=[O:10])=[O:9].C([O-])(=O)C.[NH4+:38].[OH-].[Na+]. (6) The reactants are: C([O:3][C:4](=[O:17])[C:5]1[CH:10]=[C:9]([F:11])[C:8]([Cl:12])=[CH:7][C:6]=1[NH:13][CH:14]1[CH2:16][CH2:15]1)C.[Li+].[OH-].CO. Given the product [Cl:12][C:8]1[C:9]([F:11])=[CH:10][C:5]([C:4]([OH:17])=[O:3])=[C:6]([NH:13][CH:14]2[CH2:15][CH2:16]2)[CH:7]=1, predict the reactants needed to synthesize it. (7) Given the product [NH2:29][C:26]1[CH:27]=[CH:28][C:23]([O:22][C:20]2[CH:19]=[CH:18][N:17]=[C:16]([NH:15][C:13]([N:10]3[CH2:11][CH2:12][CH:7]([N:5]4[CH2:6][CH:3]([N:2]([CH3:41])[CH3:1])[CH2:4]4)[CH2:8][CH2:9]3)=[O:14])[CH:21]=2)=[CH:24][C:25]=1[F:40], predict the reactants needed to synthesize it. The reactants are: [CH3:1][N:2]([CH3:41])[CH:3]1[CH2:6][N:5]([CH:7]2[CH2:12][CH2:11][N:10]([C:13]([NH:15][C:16]3[CH:21]=[C:20]([O:22][C:23]4[CH:28]=[CH:27][C:26]([NH:29]C(=O)OCC5C=CC=CC=5)=[C:25]([F:40])[CH:24]=4)[CH:19]=[CH:18][N:17]=3)=[O:14])[CH2:9][CH2:8]2)[CH2:4]1. (8) Given the product [F:13][C:14]1[CH:23]=[CH:22][C:21]([O:24][CH2:25][CH2:26][CH3:27])=[C:20]2[C:15]=1[C:16](=[O:38])[C:17]([C:30]1[CH:31]=[CH:32][C:33]([O:36][CH3:37])=[CH:34][CH:35]=1)=[C:18]([CH2:28][N:10]1[CH2:9][CH2:8][N:7]([C:2]3[CH:3]=[CH:4][CH:5]=[CH:6][N:1]=3)[CH2:12][CH2:11]1)[NH:19]2, predict the reactants needed to synthesize it. The reactants are: [N:1]1[CH:6]=[CH:5][CH:4]=[CH:3][C:2]=1[N:7]1[CH2:12][CH2:11][NH:10][CH2:9][CH2:8]1.[F:13][C:14]1[CH:23]=[CH:22][C:21]([O:24][CH2:25][CH2:26][CH3:27])=[C:20]2[C:15]=1[C:16](=[O:38])[C:17]([C:30]1[CH:35]=[CH:34][C:33]([O:36][CH3:37])=[CH:32][CH:31]=1)=[C:18]([CH:28]=O)[NH:19]2.C(O[BH-](OC(=O)C)OC(=O)C)(=O)C.[Na+]. (9) Given the product [CH:12]12[CH2:1][CH:13]1[CH2:14][CH2:15][CH2:16][CH2:17][CH2:18][CH2:19][CH2:20][O:4][C:5](=[O:21])[CH2:6][CH2:7][CH2:8][CH2:9][CH2:10][CH2:11]2, predict the reactants needed to synthesize it. The reactants are: [CH2:1](I)I.[O:4]1[CH2:20][CH2:19][CH2:18][CH2:17][CH2:16][CH2:15][CH2:14][CH2:13][CH:12]=[CH:11][CH2:10][CH2:9][CH2:8][CH2:7][CH2:6][C:5]1=[O:21]. (10) Given the product [CH2:16]([C:11]1[N:10]([CH2:9][CH2:8][NH2:7])[CH:14]=[C:13]([I:15])[N:12]=1)[CH3:17].[ClH:19], predict the reactants needed to synthesize it. The reactants are: C(OC(=O)[NH:7][CH2:8][CH2:9][N:10]1[CH:14]=[C:13]([I:15])[N:12]=[C:11]1[CH2:16][CH3:17])(C)(C)C.[ClH:19].O1CCOCC1.